Dataset: Retrosynthesis with 50K atom-mapped reactions and 10 reaction types from USPTO. Task: Predict the reactants needed to synthesize the given product. (1) Given the product c1ccc(-c2ccc(Nc3ccc(-c4ccccc4)cc3-c3ccccc3)cc2)cc1, predict the reactants needed to synthesize it. The reactants are: Ic1ccc(-c2ccccc2)cc1.Nc1ccc(-c2ccccc2)cc1-c1ccccc1. (2) Given the product O=C1OCCN1CCN1CCN(C2Cc3cc(Br)ccc3Oc3ccccc32)CC1, predict the reactants needed to synthesize it. The reactants are: Brc1ccc2c(c1)CC(N1CCNCC1)c1ccccc1O2.O=C1OCCN1CCCl. (3) The reactants are: C[C@H](NC(=O)OCc1ccccc1)C(CCCO)O[Si](C)(C)C(C)(C)C. Given the product C[C@H]1C(O[Si](C)(C)C(C)(C)C)CCCN1C(=O)OCc1ccccc1, predict the reactants needed to synthesize it. (4) Given the product Cc1sc(Nc2ncccn2)nc1-c1ccccn1, predict the reactants needed to synthesize it. The reactants are: CC(Br)C(=O)c1ccccn1.NC(=S)Nc1ncccn1.